From a dataset of Full USPTO retrosynthesis dataset with 1.9M reactions from patents (1976-2016). Predict the reactants needed to synthesize the given product. (1) Given the product [F:1][C:2]1[CH:10]=[C:9]2[C:5]([C:6]([C:11]3[CH:12]=[CH:13][C:14]([NH:17][CH2:18][CH2:19][CH2:20][NH:21][C:29](=[O:30])[CH3:31])=[N:15][CH:16]=3)=[CH:7][NH:8]2)=[CH:4][CH:3]=1, predict the reactants needed to synthesize it. The reactants are: [F:1][C:2]1[CH:10]=[C:9]2[C:5]([C:6]([C:11]3[CH:12]=[CH:13][C:14]([NH:17][CH2:18][CH2:19][CH2:20][NH2:21])=[N:15][CH:16]=3)=[CH:7][NH:8]2)=[CH:4][CH:3]=1.CCN(CC)CC.[C:29](Cl)([CH3:31])=[O:30]. (2) Given the product [F:11][C:12]1[CH:17]=[CH:16][C:15]([CH:18]([N:21]2[CH2:22][CH2:23][O:24][CH2:25][CH2:26]2)[CH2:19][NH:20][C:4](=[O:6])[C:3]2[CH:7]=[CH:8][CH:9]=[CH:10][C:2]=2[CH3:1])=[CH:14][CH:13]=1, predict the reactants needed to synthesize it. The reactants are: [CH3:1][C:2]1[CH:10]=[CH:9][CH:8]=[CH:7][C:3]=1[C:4]([OH:6])=O.[F:11][C:12]1[CH:17]=[CH:16][C:15]([CH:18]([N:21]2[CH2:26][CH2:25][O:24][CH2:23][CH2:22]2)[CH2:19][NH2:20])=[CH:14][CH:13]=1. (3) Given the product [CH2:1]([O:8][CH2:9][C:10]([NH:12][C:13]1[CH:14]=[C:15]2[C:19](=[CH:20][C:21]=1[C:25]#[N:27])[C:18](=[O:23])[CH2:17][CH2:16]2)=[O:11])[C:2]1[CH:7]=[CH:6][CH:5]=[CH:4][CH:3]=1, predict the reactants needed to synthesize it. The reactants are: [CH2:1]([O:8][CH2:9][C:10]([NH:12][C:13]1[CH:14]=[C:15]2[C:19](=[CH:20][C:21]=1Br)[C:18](=[O:23])[CH2:17][CH2:16]2)=[O:11])[C:2]1[CH:7]=[CH:6][CH:5]=[CH:4][CH:3]=1.C[C:25]([N:27](C)C)=O. (4) Given the product [Cl:1][C:2]1[NH:10][C:9]2[C:8](=[O:14])[NH:7][C:6](=[O:15])[N:5]([CH2:16][CH2:17][CH:18]([CH3:20])[CH3:19])[C:4]=2[N:3]=1, predict the reactants needed to synthesize it. The reactants are: [Cl:1][C:2]1[N:10](CC=C)[C:9]2[C:8](=[O:14])[NH:7][C:6](=[O:15])[N:5]([CH2:16][CH2:17][CH:18]([CH3:20])[CH3:19])[C:4]=2[N:3]=1.N1CCOCC1.Cl.C(OCC)C. (5) Given the product [Cl:1][C:2]1[CH:7]=[C:6]([O:8][C:9]2[CH:10]=[CH:11][C:12]([Cl:15])=[CH:13][CH:14]=2)[CH:5]=[CH:4][C:3]=1[C:16]([O:26][CH2:31][C:30]#[CH:29])([CH:23]([CH3:24])[CH3:25])[CH2:17][N:18]1[CH:22]=[N:21][CH:20]=[N:19]1, predict the reactants needed to synthesize it. The reactants are: [Cl:1][C:2]1[CH:7]=[C:6]([O:8][C:9]2[CH:14]=[CH:13][C:12]([Cl:15])=[CH:11][CH:10]=2)[CH:5]=[CH:4][C:3]=1[C:16]([OH:26])([CH:23]([CH3:25])[CH3:24])[CH2:17][N:18]1[CH:22]=[N:21][CH:20]=[N:19]1.[H-].[Na+].[CH2:29](Br)[C:30]#[CH:31].Cl. (6) Given the product [Cl:8][C:6]1[N:5]=[CH:4][N:3]=[C:2]([NH:18][C:19]2[CH:27]=[CH:26][C:22]([C:23]([NH2:25])=[O:24])=[CH:21][CH:20]=2)[N:7]=1, predict the reactants needed to synthesize it. The reactants are: Cl[C:2]1[N:7]=[C:6]([Cl:8])[N:5]=[CH:4][N:3]=1.C(N(CC)C(C)C)(C)C.[NH2:18][C:19]1[CH:27]=[CH:26][C:22]([C:23]([NH2:25])=[O:24])=[CH:21][CH:20]=1. (7) Given the product [N:29]([C@H:32]1[CH2:37][CH2:36][C@H:35]([NH:38][C:25]([C:21]2[C:17]3[N:18]=[CH:19][N:20]=[C:15]([C:7]4[CH:8]=[C:9]([CH:12]([F:14])[F:13])[CH:10]=[CH:11][C:6]=4[O:5][CH2:4][CH:1]4[CH2:2][CH2:3]4)[C:16]=3[NH:23][C:22]=2[CH3:24])=[O:26])[CH2:34][C@@H:33]1[CH3:39])=[N+:30]=[N-:31], predict the reactants needed to synthesize it. The reactants are: [CH:1]1([CH2:4][O:5][C:6]2[CH:11]=[CH:10][C:9]([CH:12]([F:14])[F:13])=[CH:8][C:7]=2[C:15]2[C:16]3[NH:23][C:22]([CH3:24])=[C:21]([C:25](O)=[O:26])[C:17]=3[N:18]=[CH:19][N:20]=2)[CH2:3][CH2:2]1.Cl.[N:29]([C@@H:32]1[CH2:37][CH2:36][C@@H:35]([NH2:38])[CH2:34][C@H:33]1[CH3:39])=[N+:30]=[N-:31]. (8) Given the product [CH2:23]([C:22]([CH2:40][O:41][CH2:42][CH2:43][O:44][CH2:45][CH2:46][O:47][CH2:48][CH2:49][O:50][CH2:51][CH2:52][O:53][CH3:54])([CH2:38][O:39][CH2:56][C:55]([O:4][C:2]([CH3:5])([CH3:3])[CH3:1])=[O:57])[CH2:7][O:8][CH2:9][CH2:10][O:11][CH2:12][CH2:13][O:14][CH2:15][CH2:16][O:17][CH2:18][CH2:19][O:20][CH3:21])[O:24][CH2:25][CH2:26][O:27][CH2:28][CH2:29][O:30][CH2:31][CH2:32][O:33][CH2:34][CH2:35][O:36][CH3:37], predict the reactants needed to synthesize it. The reactants are: [CH3:1][C:2]([CH3:5])([O-:4])[CH3:3].[K+].[CH2:7]([C:22]([CH2:40][O:41][CH2:42][CH2:43][O:44][CH2:45][CH2:46][O:47][CH2:48][CH2:49][O:50][CH2:51][CH2:52][O:53][CH3:54])([CH2:38][OH:39])[CH2:23][O:24][CH2:25][CH2:26][O:27][CH2:28][CH2:29][O:30][CH2:31][CH2:32][O:33][CH2:34][CH2:35][O:36][CH3:37])[O:8][CH2:9][CH2:10][O:11][CH2:12][CH2:13][O:14][CH2:15][CH2:16][O:17][CH2:18][CH2:19][O:20][CH3:21].[CH2:55]([O:57]CC)[CH3:56]. (9) Given the product [NH:29]1[C:26]2[CH:27]=[CH:28][C:23]([C:20]3[N:21]=[N:22][C:17]([O:16][C@@H:10]4[CH:11]5[CH2:14][CH2:15][N:8]([CH2:13][CH2:12]5)[CH2:9]4)=[CH:18][CH:19]=3)=[CH:24][C:25]=2[N:30]=[CH:2]1, predict the reactants needed to synthesize it. The reactants are: F[C:2](F)(F)C(O)=O.[N:8]12[CH2:15][CH2:14][CH:11]([CH2:12][CH2:13]1)[C@@H:10]([O:16][C:17]1[N:22]=[N:21][C:20]([C:23]3[CH:28]=[CH:27][C:26]([NH2:29])=[C:25]([N+:30]([O-])=O)[CH:24]=3)=[CH:19][CH:18]=1)[CH2:9]2.CC#N.O. (10) Given the product [Br:3][C:4]1[CH:9]=[CH:8][CH:7]=[CH:6][C:5]=1[O:10][CH:17]1[CH2:16][CH2:20][CH2:19][N:18]1[CH2:21][C:22]1[CH:27]=[CH:26][C:25]([F:28])=[CH:24][CH:23]=1, predict the reactants needed to synthesize it. The reactants are: [H-].[Na+].[Br:3][C:4]1[CH:9]=[CH:8][CH:7]=[CH:6][C:5]=1[OH:10].CS(O[CH:16]1[CH2:20][CH2:19][N:18]([CH2:21][C:22]2[CH:27]=[CH:26][C:25]([F:28])=[CH:24][CH:23]=2)[CH2:17]1)(=O)=O.